Task: Predict the reactants needed to synthesize the given product.. Dataset: Full USPTO retrosynthesis dataset with 1.9M reactions from patents (1976-2016) (1) Given the product [NH2:13][C:3]1[C:2]([Cl:1])=[CH:7][C:6]([C:8]([F:11])([F:10])[F:9])=[CH:5][C:4]=1[NH:12][C:21]([NH:20][C:16]1[C:15]([CH3:14])=[CH:19][S:18][CH:17]=1)=[S:22], predict the reactants needed to synthesize it. The reactants are: [Cl:1][C:2]1[C:3]([NH2:13])=[C:4]([NH2:12])[CH:5]=[C:6]([C:8]([F:11])([F:10])[F:9])[CH:7]=1.[CH3:14][C:15]1[C:16]([N:20]=[C:21]=[S:22])=[CH:17][S:18][CH:19]=1. (2) Given the product [Br:1][C:2]1[CH:6]=[CH:5][S:4][C:3]=1[C:7]([N:9]([C:10]1[CH:15]=[CH:14][C:13]([O:16][CH3:17])=[CH:12][C:11]=1[CH3:18])[C:19](=[O:20])[O:21][C:22]([CH3:25])([CH3:24])[CH3:23])=[O:8], predict the reactants needed to synthesize it. The reactants are: [Br:1][C:2]1[CH:6]=[CH:5][S:4][C:3]=1[C:7]([NH:9][C:10]1[CH:15]=[CH:14][C:13]([O:16][CH3:17])=[CH:12][C:11]=1[CH3:18])=[O:8].[C:19](O[C:19]([O:21][C:22]([CH3:25])([CH3:24])[CH3:23])=[O:20])([O:21][C:22]([CH3:25])([CH3:24])[CH3:23])=[O:20]. (3) Given the product [C:18]([Si:22]([C:49]1[CH:54]=[CH:53][CH:52]=[CH:51][CH:50]=1)([C:43]1[CH:44]=[CH:45][CH:46]=[CH:47][CH:48]=1)[O:23][CH:24]1[CH:28]([CH:29]=[O:30])[O:27][CH:26]([N:31]2[CH:36]=[CH:35][C:34](=[O:37])[NH:33][C:32]2=[O:38])[CH:25]1[O:39][C:40](=[O:42])[CH3:41])([CH3:19])([CH3:20])[CH3:21], predict the reactants needed to synthesize it. The reactants are: ClC(Cl)(Cl)C(OC(=O)C(Cl)(Cl)Cl)=O.CS(C)=O.[C:18]([Si:22]([C:49]1[CH:54]=[CH:53][CH:52]=[CH:51][CH:50]=1)([C:43]1[CH:48]=[CH:47][CH:46]=[CH:45][CH:44]=1)[O:23][CH:24]1[CH:28]([CH2:29][OH:30])[O:27][CH:26]([N:31]2[CH:36]=[CH:35][C:34](=[O:37])[NH:33][C:32]2=[O:38])[CH:25]1[O:39][C:40](=[O:42])[CH3:41])([CH3:21])([CH3:20])[CH3:19].C(N(CC)CC)C. (4) Given the product [CH2:1]([O:8][C:9]([N:11]1[CH2:15][CH:14]2[CH:13]([O:24]2)[CH2:12]1)=[O:10])[C:2]1[CH:3]=[CH:4][CH:5]=[CH:6][CH:7]=1, predict the reactants needed to synthesize it. The reactants are: [CH2:1]([O:8][C:9]([N:11]1[CH2:15][CH:14]=[CH:13][CH2:12]1)=[O:10])[C:2]1[CH:7]=[CH:6][CH:5]=[CH:4][CH:3]=1.C1C=C(Cl)C=C(C(OO)=[O:24])C=1. (5) Given the product [Br:1][CH2:2][CH2:3][CH2:4][CH2:5][O:35][C:32]1[CH:31]=[CH:30][C:17]([CH2:16][N:19]2[N:28]=[C:27]([C:29]3[CH:34]=[CH:33][C:32]([O:35][CH3:36])=[C:31]([O:37][CH3:38])[CH:30]=3)[C@@H:26]3[C@@H:21]([CH2:22][CH:23]=[CH:24][CH2:25]3)[C:20]2=[O:39])=[CH:18][CH:13]=1, predict the reactants needed to synthesize it. The reactants are: [Br:1][CH2:2][CH2:3][CH2:4][CH2:5]Br.BrCCCCO[C:13]1[CH:18]=[CH:17][C:16]([N:19]2[N:28]=[C:27]([C:29]3[CH:34]=[CH:33][C:32]([O:35][CH3:36])=[C:31]([O:37][CH3:38])[CH:30]=3)[C@@H:26]3[C@@H:21]([CH2:22][CH:23]=[CH:24][CH2:25]3)[C:20]2=[O:39])=CC=1. (6) Given the product [F:1][C:2]1[C:3]([O:33][C@H:34]2[CH2:39][CH2:38][N:37]([C:42](=[O:43])[CH2:41][OH:44])[CH2:36][C@H:35]2[F:40])=[C:4]([CH:7]=[C:8]([C:10]2[N:15]=[C:14]([NH:16][C:17]3[CH:22]=[CH:21][C:20]([N:23]4[CH2:28][CH2:27][N:26]([CH:29]5[CH2:30][O:31][CH2:32]5)[CH2:25][CH2:24]4)=[CH:19][CH:18]=3)[N:13]=[CH:12][N:11]=2)[CH:9]=1)[C:5]#[N:6], predict the reactants needed to synthesize it. The reactants are: [F:1][C:2]1[C:3]([O:33][C@H:34]2[CH2:39][CH2:38][NH:37][CH2:36][C@H:35]2[F:40])=[C:4]([CH:7]=[C:8]([C:10]2[N:15]=[C:14]([NH:16][C:17]3[CH:22]=[CH:21][C:20]([N:23]4[CH2:28][CH2:27][N:26]([CH:29]5[CH2:32][O:31][CH2:30]5)[CH2:25][CH2:24]4)=[CH:19][CH:18]=3)[N:13]=[CH:12][N:11]=2)[CH:9]=1)[C:5]#[N:6].[C:41](O)(=[O:44])[CH2:42][OH:43].CN(C(ON1N=NC2C=CC=NC1=2)=[N+](C)C)C.F[P-](F)(F)(F)(F)F.O. (7) The reactants are: [CH3:1][O:2][C:3]1[CH:8]=[C:7]([O:9][CH3:10])[CH:6]=[CH:5][C:4]=1[C:11]#[CH:12].[F:13][C:14]1[CH:21]=[CH:20][C:17]([CH2:18][SH:19])=[CH:16][CH:15]=1.[Na]. Given the product [CH3:1][O:2][C:3]1[CH:8]=[C:7]([O:9][CH3:10])[CH:6]=[CH:5][C:4]=1/[CH:11]=[CH:12]\[CH:18]([S:19][CH:18](/[CH:12]=[CH:11]\[C:4]1[CH:5]=[CH:6][C:7]([O:9][CH3:10])=[CH:8][C:3]=1[O:2][CH3:1])[C:17]1[CH:20]=[CH:21][C:14]([F:13])=[CH:15][CH:16]=1)[C:17]1[CH:20]=[CH:21][C:14]([F:13])=[CH:15][CH:16]=1, predict the reactants needed to synthesize it.